Dataset: Catalyst prediction with 721,799 reactions and 888 catalyst types from USPTO. Task: Predict which catalyst facilitates the given reaction. (1) Reactant: [C:1]([O:5][C:6]([N:8]1[CH2:13][CH2:12][NH:11][CH2:10][CH2:9]1)=[O:7])([CH3:4])([CH3:3])[CH3:2].Br[CH2:15][CH2:16][O:17][C:18]1[CH:23]=[CH:22][C:21]([F:24])=[CH:20][CH:19]=1.C([O-])([O-])=O.[Cs+].[Cs+]. Product: [C:1]([O:5][C:6]([N:8]1[CH2:13][CH2:12][N:11]([CH2:15][CH2:16][O:17][C:18]2[CH:23]=[CH:22][C:21]([F:24])=[CH:20][CH:19]=2)[CH2:10][CH2:9]1)=[O:7])([CH3:4])([CH3:2])[CH3:3]. The catalyst class is: 3. (2) Reactant: [CH:1]12[O:8][CH:5]([CH2:6][CH2:7]1)[CH2:4][N:3]([C:9]1[CH:14]=[CH:13][N:12]=[C:11]3[N:15]([CH3:20])[CH:16]=[C:17]([CH:18]=O)[C:10]=13)[CH2:2]2.[OH:21][C:22]1[C:27]2[C:28](=[O:31])[CH2:29][O:30][C:26]=2[CH:25]=[CH:24][CH:23]=1.Cl. Product: [OH:21][C:22]1[C:27]2[C:28](=[O:31])/[C:29](=[CH:18]/[C:17]3[C:10]4[C:11](=[N:12][CH:13]=[CH:14][C:9]=4[N:3]4[CH2:4][CH:5]5[O:8][CH:1]([CH2:7][CH2:6]5)[CH2:2]4)[N:15]([CH3:20])[CH:16]=3)/[O:30][C:26]=2[CH:25]=[CH:24][CH:23]=1. The catalyst class is: 8. (3) Reactant: COC([CH:5]1[C:13]2[C:8](=[CH:9][CH:10]=[C:11]([F:14])[CH:12]=2)[NH:7][C:6]1=[O:15])=O.Cl.[OH-].[K+]. Product: [F:14][C:11]1[CH:12]=[C:13]2[C:8](=[CH:9][CH:10]=1)[NH:7][C:6](=[O:15])[CH2:5]2. The catalyst class is: 5. (4) Reactant: [NH2:1][C@@H:2]([C:6]([OH:8])=[O:7])[C@H:3]([CH3:5])[OH:4].C([O-])(O)=O.[Na+].C(=O)([O-])OC1C(C)=C([C:23]2[CH:31]=[CH:30][C:26]3[O:27][CH2:28][O:29][C:25]=3[CH:24]=2)C=CN=1.[O:34]1[C:38]2C=CC(C3C=CN(C([O-])=O)C(=O)C=3C)=CC=2[O:36][CH2:35]1. Product: [O:27]1[C:26]2[CH:30]=[CH:31][C:23]([N:1]([C:35]([O:34][CH3:38])=[O:36])[C@H:2]([C@@H:3]([OH:4])[CH3:5])[C:6]([OH:8])=[O:7])=[CH:24][C:25]=2[O:29][CH2:28]1. The catalyst class is: 90.